From a dataset of TCR-epitope binding with 47,182 pairs between 192 epitopes and 23,139 TCRs. Binary Classification. Given a T-cell receptor sequence (or CDR3 region) and an epitope sequence, predict whether binding occurs between them. (1) The epitope is GTSGSPIVNR. The TCR CDR3 sequence is CASSLGAGGAYEQYF. Result: 1 (the TCR binds to the epitope). (2) The epitope is AIMTRCLAV. The TCR CDR3 sequence is CASSLAGTGRTDTQYF. Result: 0 (the TCR does not bind to the epitope).